Predict the product of the given reaction. From a dataset of Forward reaction prediction with 1.9M reactions from USPTO patents (1976-2016). Given the reactants [CH3:1][C:2]([CH3:20])([CH3:19])[CH2:3][N:4]1[C:12]2[C:7](=[N:8][C:9]([CH2:13][CH2:14][CH2:15]O)=[CH:10][CH:11]=2)[N:6]([CH3:17])[C:5]1=[O:18].C(N(CC)CC)C.CS(Cl)(=O)=O.[CH3:33][S:34]([N:37]1[CH2:42][CH2:41][NH:40][CH2:39][CH2:38]1)(=[O:36])=[O:35], predict the reaction product. The product is: [CH3:1][C:2]([CH3:20])([CH3:19])[CH2:3][N:4]1[C:12]2[C:7](=[N:8][C:9]([CH2:13][CH2:14][CH2:15][N:40]3[CH2:41][CH2:42][N:37]([S:34]([CH3:33])(=[O:36])=[O:35])[CH2:38][CH2:39]3)=[CH:10][CH:11]=2)[N:6]([CH3:17])[C:5]1=[O:18].